Dataset: Forward reaction prediction with 1.9M reactions from USPTO patents (1976-2016). Task: Predict the product of the given reaction. Given the reactants [CH3:1][NH2:2].O.[CH:4]([S:6]([O:9][CH2:10][C:11]([CH3:14])([CH3:13])[CH3:12])(=[O:8])=[O:7])=[CH2:5].C(O)(=O)C, predict the reaction product. The product is: [CH3:1][NH:2][CH2:5][CH2:4][S:6]([O:9][CH2:10][C:11]([CH3:14])([CH3:13])[CH3:12])(=[O:7])=[O:8].